This data is from Merck oncology drug combination screen with 23,052 pairs across 39 cell lines. The task is: Regression. Given two drug SMILES strings and cell line genomic features, predict the synergy score measuring deviation from expected non-interaction effect. (1) Drug 1: CN1C(=O)C=CC2(C)C3CCC4(C)C(NC(=O)OCC(F)(F)F)CCC4C3CCC12. Drug 2: CCc1cnn2c(NCc3ccc[n+]([O-])c3)cc(N3CCCCC3CCO)nc12. Cell line: MSTO. Synergy scores: synergy=-3.85. (2) Drug 2: Cn1cc(-c2cnn3c(N)c(Br)c(C4CCCNC4)nc23)cn1. Cell line: HT144. Synergy scores: synergy=2.35. Drug 1: CN(Cc1cnc2nc(N)nc(N)c2n1)c1ccc(C(=O)NC(CCC(=O)O)C(=O)O)cc1. (3) Drug 1: O=C(CCCCCCC(=O)Nc1ccccc1)NO. Drug 2: NC(=O)c1cccc2cn(-c3ccc(C4CCCNC4)cc3)nc12. Cell line: MSTO. Synergy scores: synergy=45.7. (4) Drug 1: CC(=O)OC1C(=O)C2(C)C(O)CC3OCC3(OC(C)=O)C2C(OC(=O)c2ccccc2)C2(O)CC(OC(=O)C(O)C(NC(=O)c3ccccc3)c3ccccc3)C(C)=C1C2(C)C. Drug 2: CCN(CC)CCNC(=O)c1c(C)[nH]c(C=C2C(=O)Nc3ccc(F)cc32)c1C. Cell line: CAOV3. Synergy scores: synergy=-1.41. (5) Drug 1: CN(Cc1cnc2nc(N)nc(N)c2n1)c1ccc(C(=O)NC(CCC(=O)O)C(=O)O)cc1. Drug 2: Cc1nc(Nc2ncc(C(=O)Nc3c(C)cccc3Cl)s2)cc(N2CCN(CCO)CC2)n1. Cell line: MDAMB436. Synergy scores: synergy=-2.65.